From a dataset of Forward reaction prediction with 1.9M reactions from USPTO patents (1976-2016). Predict the product of the given reaction. (1) The product is: [CH3:1][C:2]([N:10]1[CH:14]=[C:13]([NH:15][C:16](=[O:22])[CH:17]([NH:21][CH:29]2[CH2:28][CH2:27][C:26]3[C:31](=[C:32]([F:34])[CH:33]=[C:24]([F:23])[CH:25]=3)[CH2:30]2)[CH2:18][CH2:19][CH3:20])[N:12]=[CH:11]1)([CH3:9])[CH2:3][N:4]1[CH2:8][CH2:7][CH2:6][CH2:5]1. Given the reactants [CH3:1][C:2]([N:10]1[CH:14]=[C:13]([NH:15][C:16](=[O:22])[CH:17]([NH2:21])[CH2:18][CH2:19][CH3:20])[N:12]=[CH:11]1)([CH3:9])[CH2:3][N:4]1[CH2:8][CH2:7][CH2:6][CH2:5]1.[F:23][C:24]1[CH:25]=[C:26]2[C:31](=[C:32]([F:34])[CH:33]=1)[CH2:30][C:29](=O)[CH2:28][CH2:27]2, predict the reaction product. (2) Given the reactants [CH2:1]([C@@H:5]1[C@@H:8]([CH2:9][CH2:10][CH2:11][CH2:12][CH3:13])[O:7][C:6]1=[O:14])[CH2:2][CH2:3][CH3:4].[Li+].[CH3:16][Si]([N-][Si](C)(C)C)(C)C.IC, predict the reaction product. The product is: [CH2:1]([C@:5]1([CH3:16])[C@H:8]([CH2:9][CH2:10][CH2:11][CH2:12][CH3:13])[O:7][C:6]1=[O:14])[CH2:2][CH2:3][CH3:4]. (3) Given the reactants [CH3:1][O:2][C:3]1[CH:15]=[C:14]([O:16][CH3:17])[CH:13]=[CH:12][C:4]=1[CH2:5][NH:6][C:7]1[S:11][N:10]=[CH:9][N:8]=1.C[Si]([N-][Si](C)(C)C)(C)C.[Li+].[Cl:28][C:29]1[CH:30]=[CH:31][C:32]([O:61][CH3:62])=[C:33]([C:35]2[C:44]3[C:39](=[CH:40][C:41]([S:45](OC4C(F)=C(F)C(F)=C(F)C=4F)(=[O:47])=[O:46])=[CH:42][CH:43]=3)[C:38](=[O:60])[NH:37][N:36]=2)[CH:34]=1, predict the reaction product. The product is: [Cl:28][C:29]1[CH:30]=[CH:31][C:32]([O:61][CH3:62])=[C:33]([C:35]2[C:44]3[C:39](=[CH:40][C:41]([S:45]([N:6]([CH2:5][C:4]4[CH:12]=[CH:13][C:14]([O:16][CH3:17])=[CH:15][C:3]=4[O:2][CH3:1])[C:7]4[S:11][N:10]=[CH:9][N:8]=4)(=[O:47])=[O:46])=[CH:42][CH:43]=3)[C:38](=[O:60])[NH:37][N:36]=2)[CH:34]=1. (4) Given the reactants C[O:2][C:3]1[C:8]2[C:9]([C:17]3[CH:22]=[CH:21][C:20]([S:23]([NH2:26])(=[O:25])=[O:24])=[CH:19][CH:18]=3)=[N:10][N:11]([CH:12]3[CH2:16][CH2:15][O:14][CH2:13]3)[C:7]=2[CH:6]=[CH:5][N:4]=1.[I-].[Na+].Cl[Si](C)(C)C.O, predict the reaction product. The product is: [O:2]=[C:3]1[C:8]2[C:9]([C:17]3[CH:18]=[CH:19][C:20]([S:23]([NH2:26])(=[O:25])=[O:24])=[CH:21][CH:22]=3)=[N:10][N:11]([CH:12]3[CH2:16][CH2:15][O:14][CH2:13]3)[C:7]=2[CH:6]=[CH:5][NH:4]1.